This data is from Full USPTO retrosynthesis dataset with 1.9M reactions from patents (1976-2016). The task is: Predict the reactants needed to synthesize the given product. (1) Given the product [Si:27]([O:26][C@@H:20]1[C@@:21]2([CH3:22])[C:16](=[CH:15][CH:14]=[C:13]3[C@@H:23]2[CH2:24][CH2:25][C@@:8]2([CH3:9])[C@H:10]3[CH2:11][CH:12]=[C:7]2[C:50](=[O:45])[CH3:51])[CH2:17][C@@H:18]([O:34][Si:35]([C:38]([CH3:41])([CH3:40])[CH3:39])([CH3:36])[CH3:37])[CH2:19]1)([C:30]([CH3:32])([CH3:31])[CH3:33])([CH3:29])[CH3:28], predict the reactants needed to synthesize it. The reactants are: FC(F)(F)S(O[C:7]1[C@:8]2([CH2:25][CH2:24][C@H:23]3[C:13](=[CH:14][CH:15]=[C:16]4[C@:21]3([CH3:22])[C@@H:20]([O:26][Si:27]([C:30]([CH3:33])([CH3:32])[CH3:31])([CH3:29])[CH3:28])[CH2:19][C@H:18]([O:34][Si:35]([C:38]([CH3:41])([CH3:40])[CH3:39])([CH3:37])[CH3:36])[CH2:17]4)[C@@H:10]2[CH2:11][CH:12]=1)[CH3:9])(=O)=O.[C]=[O:45].CCCC[CH2:50][CH3:51].[Cl-].C[Al+]C. (2) Given the product [Cl:5][C:4]1[C@:15]2([CH2:14][O:13][CH2:11][CH3:12])[O:16][C@H:17]([C:3]([Cl:8])([Cl:7])[C:2]=1[Cl:1])[CH:18]=[CH:19]2, predict the reactants needed to synthesize it. The reactants are: [Cl:1][CH:2]1[C:4](Cl)([Cl:5])[C:3]1([Cl:8])[Cl:7].[OH-].[K+].[CH2:11]([O:13][CH2:14][C:15]1[O:16][CH:17]=[CH:18][CH:19]=1)[CH3:12]. (3) Given the product [CH:1]#[C:2][CH2:3][NH:4][C@H:5]1[C:13]2[CH:12]=[CH:11][CH:10]=[CH:9][C:8]=2[CH2:7][CH2:6]1, predict the reactants needed to synthesize it. The reactants are: [CH:1]#[C:2][CH2:3][NH:4][C@H:5]1[C:13]2[C:8](=[CH:9][CH:10]=[CH:11][CH:12]=2)[CH2:7][CH2:6]1.Cl.C(Cl)C#C.C(=O)([O-])[O-].[K+].[K+]. (4) Given the product [CH3:17][C@H:18]1[CH2:23][N:22]([C:2]2[CH:7]=[CH:6][C:5]([N+:8]([O-:10])=[O:9])=[CH:4][CH:3]=2)[CH2:21][CH2:20][N:19]1[C:24]([O:26][C:27]([CH3:28])([CH3:30])[CH3:29])=[O:25], predict the reactants needed to synthesize it. The reactants are: F[C:2]1[CH:7]=[CH:6][C:5]([N+:8]([O-:10])=[O:9])=[CH:4][CH:3]=1.C([O-])([O-])=O.[K+].[K+].[CH3:17][C@H:18]1[CH2:23][NH:22][CH2:21][CH2:20][N:19]1[C:24]([O:26][C:27]([CH3:30])([CH3:29])[CH3:28])=[O:25]. (5) Given the product [C:5]1([C:8]2[CH:13]=[CH:12][CH:11]=[CH:10][CH:9]=2)[CH:6]=[CH:7][C:2]([C:18]#[C:17][CH2:16][CH2:15][CH2:14][OH:19])=[CH:3][CH:4]=1, predict the reactants needed to synthesize it. The reactants are: Br[C:2]1[CH:7]=[CH:6][C:5]([C:8]2[CH:13]=[CH:12][CH:11]=[CH:10][CH:9]=2)=[CH:4][CH:3]=1.[CH2:14]([OH:19])[CH2:15][CH2:16][C:17]#[CH:18]. (6) The reactants are: [C:1]([C:3]1[CH:4]=[C:5]([C:9]2[N:13]([CH3:14])[N:12]=[C:11]([CH2:15][CH2:16][CH3:17])[N:10]=2)[CH:6]=[CH:7][CH:8]=1)#[CH:2].[I:18][C:19]1[CH:24]=[CH:23][C:22](I)=[CH:21][CH:20]=1.C(Cl)Cl. Given the product [I:18][C:19]1[CH:24]=[CH:23][C:22]([C:2]#[C:1][C:3]2[CH:4]=[C:5]([C:9]3[N:13]([CH3:14])[N:12]=[C:11]([CH2:15][CH2:16][CH3:17])[N:10]=3)[CH:6]=[CH:7][CH:8]=2)=[CH:21][CH:20]=1, predict the reactants needed to synthesize it. (7) Given the product [C:16]([O:14][C:8]1[C:5]2[CH:6]=[CH:7][C:2]([CH3:15])([CH3:1])[O:3][C:4]=2[CH:11]=[CH:10][C:9]=1[CH:12]=[O:13])(=[O:23])[C:17]1[CH:22]=[CH:21][CH:20]=[CH:19][CH:18]=1, predict the reactants needed to synthesize it. The reactants are: [CH3:1][C:2]1([CH3:15])[CH:7]=[CH:6][C:5]2[C:8]([OH:14])=[C:9]([CH:12]=[O:13])[CH:10]=[CH:11][C:4]=2[O:3]1.[C:16](Cl)(=[O:23])[C:17]1[CH:22]=[CH:21][CH:20]=[CH:19][CH:18]=1.C([O-])([O-])=O.[K+].[K+].